This data is from Forward reaction prediction with 1.9M reactions from USPTO patents (1976-2016). The task is: Predict the product of the given reaction. Given the reactants [Br:1][C:2]1[CH:7]=[CH:6][CH:5]=[C:4]([S:8][CH3:9])[C:3]=1[Cl:10].I([O-])(=O)(=O)=[O:12].[Na+].C(=O)([O-])[O-].[Na+].[Na+].C(Cl)(Cl)(Cl)Cl.C(#N)C.[OH2:31], predict the reaction product. The product is: [Br:1][C:2]1[CH:7]=[CH:6][CH:5]=[C:4]([S:8]([CH3:9])(=[O:12])=[O:31])[C:3]=1[Cl:10].